Dataset: Antibody paratope prediction from SAbDab with 1,023 antibody chains. Task: Token-level Classification. Given an antibody amino acid sequence, predict which amino acid positions are active in antigen binding. Output is a list of indices for active paratope positions. (1) Given the antibody sequence: DIVLTQSPASLAVSLGQRATISCKASQSVDFDGDSYMNWYQQKPGQPPKLLIFAASNLASGIPARLSGSGSGTDFTLNIQPVEEEDAATYYCQQSNEDPYTFGGGTKLEIK, which amino acid positions are active in antigen binding (paratope)? The paratope positions are: [30, 31, 32, 33]. (2) Given the antibody sequence: VQLQESGPSLVKPSQTLSLTCSVTGDSITSAYWSWIRKFPGNRLEYMGYVSYSGSTYYNPSLKSRISITRDTSKNQYYLDLNSVTTEDTATYYCANWAGDYWGQGTLVTVS, which amino acid positions are active in antigen binding (paratope)? The paratope positions are: [51, 52, 81, 82, 83].